Task: Predict the product of the given reaction.. Dataset: Forward reaction prediction with 1.9M reactions from USPTO patents (1976-2016) (1) Given the reactants [F:1][CH:2]([F:38])[C:3]1[N:7]([C:8]2[CH:13]=[C:12]([N:14]3[CH2:19][CH2:18][O:17][CH2:16][CH2:15]3)[N:11]=[C:10]([NH:20][CH2:21][C@H:22]3[CH2:27][CH2:26][C@H:25]([NH:28][CH2:29][C:30]([CH3:33])([OH:32])[CH3:31])[CH2:24][CH2:23]3)[N:9]=2)[C:6]2[CH:34]=[CH:35][CH:36]=[CH:37][C:5]=2[N:4]=1.Cl[CH2:40][C:41](Cl)=[O:42].CC(C)([O-])C.[K+], predict the reaction product. The product is: [F:38][CH:2]([F:1])[C:3]1[N:7]([C:8]2[CH:13]=[C:12]([N:14]3[CH2:15][CH2:16][O:17][CH2:18][CH2:19]3)[N:11]=[C:10]([NH:20][CH2:21][C@H:22]3[CH2:27][CH2:26][C@H:25]([N:28]4[CH2:29][C:30]([CH3:33])([CH3:31])[O:32][CH2:40][C:41]4=[O:42])[CH2:24][CH2:23]3)[N:9]=2)[C:6]2[CH:34]=[CH:35][CH:36]=[CH:37][C:5]=2[N:4]=1. (2) Given the reactants [CH2:1]([O:5][CH2:6][CH2:7][O:8][C:9]1[CH:14]=[CH:13][C:12]([C:15]2[CH:16]=[CH:17][C:18]3[N:24]([CH2:25][CH:26]([CH3:28])[CH3:27])[CH2:23][CH2:22][C:21]([C:29]([NH:31][C:32]4[CH:37]=[CH:36][C:35]([S:38][CH2:39][C:40]5[N:44]([CH2:45][CH2:46][O:47][CH3:48])[CH:43]=[N:42][CH:41]=5)=[CH:34][CH:33]=4)=[O:30])=[CH:20][C:19]=3[CH:49]=2)=[CH:11][CH:10]=1)[CH2:2][CH2:3][CH3:4].ClC1C=CC=C(C(OO)=[O:58])C=1.S([O-])([O-])(=O)=S.[Na+].[Na+], predict the reaction product. The product is: [CH2:1]([O:5][CH2:6][CH2:7][O:8][C:9]1[CH:10]=[CH:11][C:12]([C:15]2[CH:16]=[CH:17][C:18]3[N:24]([CH2:25][CH:26]([CH3:27])[CH3:28])[CH2:23][CH2:22][C:21]([C:29]([NH:31][C:32]4[CH:33]=[CH:34][C:35]([S:38]([CH2:39][C:40]5[N:44]([CH2:45][CH2:46][O:47][CH3:48])[CH:43]=[N:42][CH:41]=5)=[O:58])=[CH:36][CH:37]=4)=[O:30])=[CH:20][C:19]=3[CH:49]=2)=[CH:13][CH:14]=1)[CH2:2][CH2:3][CH3:4]. (3) Given the reactants [NH2:1][C:2]1[N:7]=[C:6]([N:8]([CH3:15])[C:9]2[CH:14]=[CH:13][CH:12]=[CH:11][CH:10]=2)[N:5]=[C:4]([C:16]2[N:20]=[C:19]([C:21]3[N:26]=[CH:25][C:24]([C:27](=[O:29])[CH3:28])=[CH:23][CH:22]=3)[O:18][N:17]=2)[N:3]=1.[BH4-].[Na+].CCOC(C)=O.O, predict the reaction product. The product is: [NH2:1][C:2]1[N:7]=[C:6]([N:8]([CH3:15])[C:9]2[CH:14]=[CH:13][CH:12]=[CH:11][CH:10]=2)[N:5]=[C:4]([C:16]2[N:20]=[C:19]([C:21]3[N:26]=[CH:25][C:24]([CH:27]([OH:29])[CH3:28])=[CH:23][CH:22]=3)[O:18][N:17]=2)[N:3]=1. (4) The product is: [C:1]([C:3]1[CH:4]=[C:5]2[C:10](=[CH:11][C:12]=1[O:13][CH2:14][CH2:15][CH2:16][C:17]([OH:19])=[O:18])[N:9]=[CH:8][CH:7]=[C:6]2[O:22][C:23]1[CH:28]=[CH:27][C:26]([NH:29][C:30]([NH:32][C:33]2[CH:34]=[CH:35][C:36]([F:39])=[CH:37][CH:38]=2)=[O:31])=[C:25]([F:40])[CH:24]=1)#[N:2]. Given the reactants [C:1]([C:3]1[CH:4]=[C:5]2[C:10](=[CH:11][C:12]=1[O:13][CH2:14][CH2:15][CH2:16][C:17]([O:19]CC)=[O:18])[N:9]=[CH:8][CH:7]=[C:6]2[O:22][C:23]1[CH:28]=[CH:27][C:26]([NH:29][C:30]([NH:32][C:33]2[CH:38]=[CH:37][C:36]([F:39])=[CH:35][CH:34]=2)=[O:31])=[C:25]([F:40])[CH:24]=1)#[N:2].[OH-].[Na+].O.Cl, predict the reaction product. (5) Given the reactants [OH:1][C:2]1[CH:7]=[CH:6][C:5]([S:8][CH2:9][CH2:10][CH2:11][C:12]([OH:14])=O)=[CH:4][CH:3]=1.[CH3:15][NH:16][CH2:17][C:18]1[CH:23]=[CH:22][CH:21]=[CH:20][C:19]=1[C:24]([F:27])([F:26])[F:25], predict the reaction product. The product is: [OH:1][C:2]1[CH:3]=[CH:4][C:5]([S:8][CH2:9][CH2:10][CH2:11][C:12]([N:16]([CH3:15])[CH2:17][C:18]2[CH:23]=[CH:22][CH:21]=[CH:20][C:19]=2[C:24]([F:25])([F:26])[F:27])=[O:14])=[CH:6][CH:7]=1. (6) Given the reactants C(OC(=O)[NH:7][C:8]1([C:31](=[O:39])[NH:32][C:33]2[CH:38]=[CH:37][CH:36]=[CH:35][CH:34]=2)[CH2:12][CH2:11][N:10]([C:13]2[C:14]3[C:28]([O:29][CH3:30])=[CH:27][N:26]=[CH:25][C:15]=3[N:16]=[C:17]([C:19]3[CH:24]=[CH:23][N:22]=[CH:21][CH:20]=3)[N:18]=2)[CH2:9]1)(C)(C)C.C(Cl)Cl.FC(F)(F)C(O)=O, predict the reaction product. The product is: [C:33]1([NH:32][C:31]([C:8]2([NH2:7])[CH2:12][CH2:11][N:10]([C:13]3[C:14]4[C:28]([O:29][CH3:30])=[CH:27][N:26]=[CH:25][C:15]=4[N:16]=[C:17]([C:19]4[CH:24]=[CH:23][N:22]=[CH:21][CH:20]=4)[N:18]=3)[CH2:9]2)=[O:39])[CH:34]=[CH:35][CH:36]=[CH:37][CH:38]=1. (7) Given the reactants [O:1]([C:8]1[CH2:13][CH2:12][CH2:11][C:10](=[O:14])[CH:9]=1)[C:2]1[CH:7]=[CH:6][CH:5]=[CH:4][CH:3]=1.C[Si]([N-][Si](C)(C)C)(C)C.[Li+].[C:25](Cl)(=[O:34])[CH:26]=[CH:27][C:28]1[CH:33]=[CH:32][CH:31]=[CH:30][CH:29]=1.Cl, predict the reaction product. The product is: [O:1]([C:8]1[CH2:13][CH2:12][CH:11]([C:25](=[O:34])[CH:26]=[CH:27][C:28]2[CH:33]=[CH:32][CH:31]=[CH:30][CH:29]=2)[C:10](=[O:14])[CH:9]=1)[C:2]1[CH:7]=[CH:6][CH:5]=[CH:4][CH:3]=1. (8) Given the reactants [BH4-].[Li+].[C:3]([O:7][C:8]([NH:10][C:11]1[CH:16]=[CH:15][CH:14]=[CH:13][C:12]=1[NH:17][C:18]([C:20]1[CH:25]=[CH:24][C:23]([C:26](OC)=[O:27])=[CH:22][N:21]=1)=[O:19])=[O:9])([CH3:6])([CH3:5])[CH3:4].O.Cl, predict the reaction product. The product is: [C:3]([O:7][C:8]([NH:10][C:11]1[CH:16]=[CH:15][CH:14]=[CH:13][C:12]=1[NH:17][C:18]([C:20]1[CH:25]=[CH:24][C:23]([CH2:26][OH:27])=[CH:22][N:21]=1)=[O:19])=[O:9])([CH3:6])([CH3:4])[CH3:5]. (9) Given the reactants [Cl:1][C:2]1[C:11]([CH2:12][C:13]2[CH:18]=[CH:17][C:16]([O:19][CH2:20][CH3:21])=[CH:15][CH:14]=2)=[CH:10][C:9]([C@H:22]2[C@H:27]([O:28]CC3C=CC=CC=3)[C@@H:26]([O:36]CC3C=CC=CC=3)[C@H:25]([O:44]CC3C=CC=CC=3)[C@@H:24]([CH2:52][O:53]CC3C=CC=CC=3)[O:23]2)=[C:8]2[C:3]=1[CH2:4][CH2:5][CH2:6][O:7]2, predict the reaction product. The product is: [Cl:1][C:2]1[C:11]([CH2:12][C:13]2[CH:18]=[CH:17][C:16]([O:19][CH2:20][CH3:21])=[CH:15][CH:14]=2)=[CH:10][C:9]([C@H:22]2[C@H:27]([OH:28])[C@@H:26]([OH:36])[C@H:25]([OH:44])[C@@H:24]([CH2:52][OH:53])[O:23]2)=[C:8]2[C:3]=1[CH2:4][CH2:5][CH2:6][O:7]2.